This data is from Full USPTO retrosynthesis dataset with 1.9M reactions from patents (1976-2016). The task is: Predict the reactants needed to synthesize the given product. (1) Given the product [CH:26]1([CH2:25][NH:24][C:22](=[O:23])[CH2:21][CH:20]2[C:13]3[C:12]([C:4]4[CH:5]=[CH:6][C:7]([C:8]([F:11])([F:9])[F:10])=[C:2]([F:1])[CH:3]=4)=[CH:17][N:16]=[CH:15][C:14]=3[CH2:18][CH2:19]2)[CH2:28][CH2:27]1, predict the reactants needed to synthesize it. The reactants are: [F:1][C:2]1[CH:3]=[C:4]([C:12]2[C:13]3[CH:20]([CH2:21][C:22]([NH:24][CH3:25])=[O:23])[CH2:19][CH2:18][C:14]=3[CH:15]=[N:16][CH:17]=2)[CH:5]=[CH:6][C:7]=1[C:8]([F:11])([F:10])[F:9].[CH:26]1(CN)[CH2:28][CH2:27]1. (2) Given the product [CH:54]1[CH:53]=[CH:52][N:44]2[CH2:45][C:46]3[CH:51]=[CH:50][CH:49]=[CH:48][C:47]=3[N:41]([C:39]([C:36]3[CH:37]=[CH:38][C:33]([CH2:32][NH:31][C:18]([N:4]4[C:3]5[C:8](=[CH:9][CH:10]=[CH:11][C:2]=5[F:1])[N:7]([CH3:12])[C:6](=[O:13])[CH2:5]4)=[O:17])=[C:34]([CH3:55])[CH:35]=3)=[O:40])[CH2:42][C:43]=12, predict the reactants needed to synthesize it. The reactants are: [F:1][C:2]1[CH:11]=[CH:10][CH:9]=[C:8]2[C:3]=1[NH:4][CH2:5][C:6](=[O:13])[N:7]2[CH3:12].ClC([O:17][C:18](Cl)(Cl)Cl)=O.C(N(C(C)C)CC)(C)C.[NH2:31][CH2:32][C:33]1[CH:38]=[CH:37][C:36]([C:39]([N:41]2[C:47]3[CH:48]=[CH:49][CH:50]=[CH:51][C:46]=3[CH2:45][N:44]3[CH:52]=[CH:53][CH2:54][C:43]3=[CH:42]2)=[O:40])=[CH:35][C:34]=1[CH3:55]. (3) Given the product [CH2:2]([C:1]1[N:16]([CH2:17][CH2:18][O:19][CH2:20][CH2:21][NH:22][C:23](=[O:29])[O:24][C:25]([CH3:28])([CH3:27])[CH3:26])[C:15]2[C:14]3[CH:13]=[CH:12][CH:11]=[CH:10][C:9]=3[N:8]=[CH:7][C:6]=2[N:5]=1)[CH3:3], predict the reactants needed to synthesize it. The reactants are: [C:1]([NH:5][C:6]1[CH:7]=[N:8][C:9]2[C:14]([C:15]=1[NH:16][CH2:17][CH2:18][O:19][CH2:20][CH2:21][NH:22][C:23](=[O:29])[O:24][C:25]([CH3:28])([CH3:27])[CH3:26])=[CH:13][CH:12]=[CH:11][CH:10]=2)(=O)[CH2:2][CH3:3].C(N(CC)CC)C. (4) Given the product [F:16][C:17]1[CH:22]=[CH:21][C:20]([S:23]([N:1]2[CH2:6][CH2:5][CH2:4][CH2:3][CH2:2]2)(=[O:25])=[O:24])=[CH:19][CH:18]=1, predict the reactants needed to synthesize it. The reactants are: [NH:1]1[CH2:6][CH2:5][CH2:4][CH2:3][CH2:2]1.C(N(C(C)C)CC)(C)C.[F:16][C:17]1[CH:22]=[CH:21][C:20]([S:23](Cl)(=[O:25])=[O:24])=[CH:19][CH:18]=1. (5) Given the product [N:10]1[N:9]=[C:8]([CH:11]([C:13]2[CH:14]=[CH:15][C:16]3[N:17]([CH:19]=[C:20]([NH:22][C:23]([CH:25]4[CH2:27][CH2:26]4)=[O:24])[N:21]=3)[N:18]=2)[CH3:12])[N:6]2[CH:7]=[CH:2][CH:3]=[CH:4][C:5]=12, predict the reactants needed to synthesize it. The reactants are: Br[C:2]1[CH:3]=[CH:4][C:5]2[N:6]([C:8]([CH:11]([C:13]3[CH:14]=[CH:15][C:16]4[N:17]([CH:19]=[C:20]([NH:22][C:23]([CH:25]5[CH2:27][CH2:26]5)=[O:24])[N:21]=4)[N:18]=3)[CH3:12])=[N:9][N:10]=2)[CH:7]=1.N(C1C=CC=CN=1)N. (6) Given the product [Cl:19][C:4]1[S:3][CH:2]=[N:6][C:5]=1[C:7]([O:9][CH2:10][CH3:11])=[O:8], predict the reactants needed to synthesize it. The reactants are: N[C:2]1[S:3][CH:4]=[C:5]([C:7]([O:9][CH2:10][CH3:11])=[O:8])[N:6]=1.C1C(=O)N([Cl:19])C(=O)C1.N(OCCC(C)C)=O. (7) Given the product [F:23][C:20]1[CH:19]=[CH:18][C:17]([C@@H:13]([CH2:12][NH:11][CH3:10])[CH2:14][CH2:15][OH:16])=[CH:22][CH:21]=1, predict the reactants needed to synthesize it. The reactants are: [H-].[Al+3].[Li+].[H-].[H-].[H-].C(O[C:10](=O)[NH:11][CH2:12][C@H:13]([C:17]1[CH:22]=[CH:21][C:20]([F:23])=[CH:19][CH:18]=1)[CH2:14][CH2:15][OH:16])C.